This data is from Catalyst prediction with 721,799 reactions and 888 catalyst types from USPTO. The task is: Predict which catalyst facilitates the given reaction. Reactant: [OH:1]/[N:2]=[C:3](\Cl)/[C:4]1[CH:9]=[CH:8][CH:7]=[C:6]([F:10])[CH:5]=1.[C:12]([O:17][CH2:18][CH3:19])(=[O:16])[C:13]#[C:14][CH3:15].C(N(CC)CC)C. Product: [CH2:18]([O:17][C:12]([C:13]1[C:3]([C:4]2[CH:9]=[CH:8][CH:7]=[C:6]([F:10])[CH:5]=2)=[N:2][O:1][C:14]=1[CH3:15])=[O:16])[CH3:19]. The catalyst class is: 27.